Dataset: Reaction yield outcomes from USPTO patents with 853,638 reactions. Task: Predict the reaction yield, written as a fraction of the theoretical maximum amount of product (1.0 means a 100% yield; for example, 0.34 means a 34% yield). (1) The reactants are [F:1][C:2]([F:43])([F:42])[C:3]1[CH:4]=[C:5]([CH:39]=[CH:40][CH:41]=1)[CH2:6][NH:7][C:8](=[O:38])[C:9]1[CH:14]=[CH:13][N:12]=[C:11]([C:15]2[CH:20]=[C:19]([N:21]3[CH2:26][CH2:25][CH2:24][CH2:23][CH2:22]3)[CH:18]=[CH:17][C:16]=2[NH:27][C:28](=[O:37])[C:29]2[CH:34]=[CH:33][CH:32]=[C:31]([CH2:35]Br)[CH:30]=2)[CH:10]=1.[NH:44]1[CH2:49][CH2:48][CH:47]([NH:50][C:51](=[O:53])[CH3:52])[CH2:46][CH2:45]1.[I-].[K+].C(=O)([O-])[O-].[K+].[K+]. The catalyst is CN(C)C=O.O. The product is [C:51]([NH:50][CH:47]1[CH2:48][CH2:49][N:44]([CH2:35][C:31]2[CH:30]=[C:29]([CH:34]=[CH:33][CH:32]=2)[C:28]([NH:27][C:16]2[CH:17]=[CH:18][C:19]([N:21]3[CH2:26][CH2:25][CH2:24][CH2:23][CH2:22]3)=[CH:20][C:15]=2[C:11]2[CH:10]=[C:9]([CH:14]=[CH:13][N:12]=2)[C:8]([NH:7][CH2:6][C:5]2[CH:39]=[CH:40][CH:41]=[C:3]([C:2]([F:43])([F:42])[F:1])[CH:4]=2)=[O:38])=[O:37])[CH2:45][CH2:46]1)(=[O:53])[CH3:52]. The yield is 0.500. (2) The reactants are [O:1]=[C:2]1[NH:6][C:5](=[O:7])[CH:4]([CH2:8][C:9]2[CH:29]=[CH:28][C:12]([O:13][CH2:14][C:15]([NH:17][C:18]3[CH:23]=[CH:22][C:21]([O:24][CH3:25])=[CH:20][C:19]=3[NH:26][CH3:27])=O)=[CH:11][CH:10]=2)[S:3]1.[ClH:30].CO. The catalyst is CO. The product is [ClH:30].[CH3:25][O:24][C:21]1[CH:22]=[CH:23][C:18]2[N:17]=[C:15]([CH2:14][O:13][C:12]3[CH:28]=[CH:29][C:9]([CH2:8][CH:4]4[S:3][C:2](=[O:1])[NH:6][C:5]4=[O:7])=[CH:10][CH:11]=3)[N:26]([CH3:27])[C:19]=2[CH:20]=1. The yield is 0.920. (3) The yield is 0.770. The reactants are [N:1]1([C:5]2[CH:10]=[C:9]([CH2:11][O:12][CH2:13][CH:14]3[CH2:16][CH2:15]3)[N:8]=[C:7](Cl)[N:6]=2)[CH2:4][CH2:3][CH2:2]1.[CH3:18][O:19][C:20]1[CH:21]=[C:22]([CH:24]=[CH:25][C:26]=1[N:27]1[CH:31]=[C:30]([CH3:32])[N:29]=[CH:28]1)[NH2:23].C(=O)([O-])[O-].[Cs+].[Cs+].C1(P(C2CCCCC2)C2C=CC=CC=2C2C=CC=CC=2)CCCCC1. The product is [N:1]1([C:5]2[CH:10]=[C:9]([CH2:11][O:12][CH2:13][CH:14]3[CH2:16][CH2:15]3)[N:8]=[C:7]([NH:23][C:22]3[CH:24]=[CH:25][C:26]([N:27]4[CH:31]=[C:30]([CH3:32])[N:29]=[CH:28]4)=[C:20]([O:19][CH3:18])[CH:21]=3)[N:6]=2)[CH2:4][CH2:3][CH2:2]1. The catalyst is O1CCOCC1.C([O-])(=O)C.[Pd+2].C([O-])(=O)C.